Dataset: Forward reaction prediction with 1.9M reactions from USPTO patents (1976-2016). Task: Predict the product of the given reaction. (1) Given the reactants CO[C:3]([C:5]1[N:6]=[CH:7][C:8]2[CH:9]=[CH:10][N:11]([CH2:17][C:18]3[CH:23]=[CH:22][CH:21]=[CH:20][CH:19]=3)[C:12](=[O:16])[C:13]=2[C:14]=1[OH:15])=[O:4].[NH2:24][CH2:25][CH2:26][C:27]([OH:29])=[O:28].C[O-].[Na+], predict the reaction product. The product is: [CH2:17]([N:11]1[CH:10]=[CH:9][C:8]2[CH:7]=[N:6][C:5]([C:3]([NH:24][CH2:25][CH2:26][C:27]([OH:29])=[O:28])=[O:4])=[C:14]([OH:15])[C:13]=2[C:12]1=[O:16])[C:18]1[CH:19]=[CH:20][CH:21]=[CH:22][CH:23]=1. (2) Given the reactants [Br:1][C:2]1[CH:7]=[CH:6][CH:5]=[CH:4][C:3]=1[S:8](Cl)(=[O:10])=[O:9].[CH3:12][NH2:13].O, predict the reaction product. The product is: [Br:1][C:2]1[CH:7]=[CH:6][CH:5]=[CH:4][C:3]=1[S:8]([NH:13][CH3:12])(=[O:10])=[O:9]. (3) Given the reactants [CH2:1]([NH:8][C:9]([NH:11][C:12]1[CH:13]=[N:14][N:15]([CH2:17][C:18]2[C:19]([CH3:24])=[N:20][O:21][C:22]=2[CH3:23])[CH:16]=1)=[O:10])[C:2]1[CH:7]=[CH:6][CH:5]=[CH:4][CH:3]=1.[C:25](=[O:30])=[N:26][C:27](Cl)=[O:28], predict the reaction product. The product is: [CH2:1]([N:8]1[C:27](=[O:28])[NH:26][C:25](=[O:30])[N:11]([C:12]2[CH:13]=[N:14][N:15]([CH2:17][C:18]3[C:19]([CH3:24])=[N:20][O:21][C:22]=3[CH3:23])[CH:16]=2)[C:9]1=[O:10])[C:2]1[CH:7]=[CH:6][CH:5]=[CH:4][CH:3]=1. (4) Given the reactants C(OC(=O)[NH:7][C:8]1([C:19]2[CH:24]=[CH:23][CH:22]=[C:21]([C:25]([CH3:28])([CH3:27])[CH3:26])[CH:20]=2)[CH2:17][CH2:16][C:15]2[N:14]=[C:13]([CH3:18])[N:12]=[CH:11][C:10]=2[CH2:9]1)(C)(C)C, predict the reaction product. The product is: [C:25]([C:21]1[CH:20]=[C:19]([C:8]2([NH2:7])[CH2:17][CH2:16][C:15]3[N:14]=[C:13]([CH3:18])[N:12]=[CH:11][C:10]=3[CH2:9]2)[CH:24]=[CH:23][CH:22]=1)([CH3:28])([CH3:27])[CH3:26]. (5) Given the reactants [Cl:1][C:2]1[N:3]=[N:4][C:5]([Cl:9])=[CH:6][C:7]=1Cl.[NH3:10].CO, predict the reaction product. The product is: [Cl:1][C:2]1[N:3]=[N:4][C:5]([Cl:9])=[CH:6][C:7]=1[NH2:10]. (6) Given the reactants C(OC([N:8]1[C:21]2[C:13](=[CH:14][C:15]3[CH2:16][O:17][CH2:18][C:19]=3[CH:20]=2)[C@@H:12]([N:22]([CH2:35][C:36]2[CH:41]=[C:40]([C:42]([F:45])([F:44])[F:43])[CH:39]=[C:38]([C:46]([F:49])([F:48])[F:47])[CH:37]=2)[C:23]2[N:24]=[N:25][N:26]([CH2:28][CH2:29][O:30]C(C)(C)C)[N:27]=2)[CH2:11][CH2:10][CH2:9]1)=O)(C)(C)C.C(=O)([O-])[O-].[Na+].[Na+], predict the reaction product. The product is: [F:49][C:46]([F:47])([F:48])[C:38]1[CH:37]=[C:36]([CH:41]=[C:40]([C:42]([F:43])([F:44])[F:45])[CH:39]=1)[CH2:35][N:22]([C@@H:12]1[C:13]2=[CH:14][C:15]3[CH2:16][O:17][CH2:18][C:19]=3[CH:20]=[C:21]2[NH:8][CH2:9][CH2:10][CH2:11]1)[C:23]1[N:24]=[N:25][N:26]([CH2:28][CH2:29][OH:30])[N:27]=1. (7) Given the reactants C([N:8]1[CH2:13][CH2:12][N:11]([C:14]2[CH:15]=[CH:16][C:17]3[N:23]4[CH2:24][C@H:20]([CH2:21][CH2:22]4)[N:19]([C:25]([NH:27][C:28]4[CH:33]=[N:32][CH:31]=[CH:30][N:29]=4)=[O:26])[C:18]=3[N:34]=2)[CH2:10][CH:9]1[CH3:35])C1C=CC=CC=1.C(O)(=O)C, predict the reaction product. The product is: [CH3:35][CH:9]1[NH:8][CH2:13][CH2:12][N:11]([C:14]2[CH:15]=[CH:16][C:17]3[N:23]4[CH2:24][C@H:20]([CH2:21][CH2:22]4)[N:19]([C:25]([NH:27][C:28]4[CH:33]=[N:32][CH:31]=[CH:30][N:29]=4)=[O:26])[C:18]=3[N:34]=2)[CH2:10]1.